Task: Predict the reactants needed to synthesize the given product.. Dataset: Full USPTO retrosynthesis dataset with 1.9M reactions from patents (1976-2016) (1) Given the product [Cl:15][C:16]1[C:25]([C:26]2[CH:31]=[CH:30][CH:29]=[CH:28][CH:27]=2)=[C:24]([Cl:32])[C:23]2[C:18](=[C:19]([F:35])[CH:20]=[C:21]([C:33]([C:2]3[N:6]([CH3:7])[CH:5]=[N:4][CH:3]=3)=[O:34])[CH:22]=2)[N:17]=1, predict the reactants needed to synthesize it. The reactants are: Br[C:2]1[N:6]([CH3:7])[CH:5]=[N:4][CH:3]=1.C([Mg]Cl)(C)C.[Li+].[Cl-].[Cl:15][C:16]1[C:25]([C:26]2[CH:31]=[CH:30][CH:29]=[CH:28][CH:27]=2)=[C:24]([Cl:32])[C:23]2[C:18](=[C:19]([F:35])[CH:20]=[C:21]([CH:33]=[O:34])[CH:22]=2)[N:17]=1. (2) Given the product [CH3:41][C:34]1[CH:35]=[C:36]([C:37]([F:39])([F:38])[F:40])[N:31]2[N:30]=[CH:29][C:28]([C:26]3[N:27]=[C:13]([CH2:12][N:5]4[C:6]5[CH2:7][CH2:8][CH2:9][CH2:10][C:11]=5[C:3]([C:2]([F:1])([F:17])[F:16])=[N:4]4)[O:15][N:25]=3)=[C:32]2[N:33]=1, predict the reactants needed to synthesize it. The reactants are: [F:1][C:2]([F:17])([F:16])[C:3]1[C:11]2[CH2:10][CH2:9][CH2:8][CH2:7][C:6]=2[N:5]([CH2:12][C:13]([OH:15])=O)[N:4]=1.C(Cl)(=O)C(Cl)=O.O[NH:25][C:26]([C:28]1[CH:29]=[N:30][N:31]2[C:36]([C:37]([F:40])([F:39])[F:38])=[CH:35][C:34]([CH3:41])=[N:33][C:32]=12)=[NH:27].O. (3) Given the product [Br:35][CH2:27][C:16]1[C:17]([C:23]([F:24])([F:25])[F:26])=[C:18]([CH:21]=[CH:22][C:15]=1[N:14]=[C:7]([C:8]1[CH:13]=[CH:12][CH:11]=[CH:10][CH:9]=1)[C:1]1[CH:6]=[CH:5][CH:4]=[CH:3][CH:2]=1)[C:19]#[N:20], predict the reactants needed to synthesize it. The reactants are: [C:1]1([C:7](=[N:14][C:15]2[CH:22]=[CH:21][C:18]([C:19]#[N:20])=[C:17]([C:23]([F:26])([F:25])[F:24])[C:16]=2[CH3:27])[C:8]2[CH:13]=[CH:12][CH:11]=[CH:10][CH:9]=2)[CH:6]=[CH:5][CH:4]=[CH:3][CH:2]=1.C1C(=O)N([Br:35])C(=O)C1.C(OOC(=O)C1C=CC=CC=1)(=O)C1C=CC=CC=1. (4) Given the product [CH3:3][O:4][C:5]1[N:10]=[CH:9][C:8]([N:11]2[C:15]([C:16]3[CH:21]=[CH:20][CH:19]=[CH:18][N:17]=3)=[CH:14][C:13]([C:22]([N:24]3[CH2:28][CH2:27][C:26](=[O:29])[N:25]3[CH3:32])=[O:23])=[N:12]2)=[CH:7][CH:6]=1, predict the reactants needed to synthesize it. The reactants are: [H-].[Na+].[CH3:3][O:4][C:5]1[N:10]=[CH:9][C:8]([N:11]2[C:15]([C:16]3[CH:21]=[CH:20][CH:19]=[CH:18][N:17]=3)=[CH:14][C:13]([C:22]([N:24]3[CH2:28][CH2:27][C:26](=[O:29])[NH:25]3)=[O:23])=[N:12]2)=[CH:7][CH:6]=1.CI.[C:32](=O)([O-])[O-].[K+].[K+]. (5) Given the product [NH:12]1[CH2:16][CH2:15][C@@H:14]([NH:17][C:18]([C:20]2[N:21]=[C:22]([N:25]3[CH2:28][CH:27]([S:29][C:30]4[C@H:31]([CH3:54])[C@@H:32]5[C@@H:49]([C@H:50]([OH:52])[CH3:51])[C:48](=[O:53])[N:33]5[C:34]=4[C:35]([OH:37])=[O:36])[CH2:26]3)[O:23][CH:24]=2)=[O:19])[CH2:13]1, predict the reactants needed to synthesize it. The reactants are: [N+](C1C=CC(COC([N:12]2[CH2:16][CH2:15][C@@H:14]([NH:17][C:18]([C:20]3[N:21]=[C:22]([N:25]4[CH2:28][CH:27]([S:29][C:30]5[C@H:31]([CH3:54])[C@@H:32]6[C@@H:49]([C@H:50]([OH:52])[CH3:51])[C:48](=[O:53])[N:33]6[C:34]=5[C:35]([O:37]CC5C=CC([N+]([O-])=O)=CC=5)=[O:36])[CH2:26]4)[O:23][CH:24]=3)=[O:19])[CH2:13]2)=O)=CC=1)([O-])=O. (6) Given the product [CH3:21][N:12]([CH2:11][C:10]#[C:9][C:5]1[CH:4]=[N:3][CH:8]=[CH:7][CH:6]=1)[C:13](=[O:19])[O:14][C:15]([CH3:16])([CH3:18])[CH3:17], predict the reactants needed to synthesize it. The reactants are: [H-].[Na+].[N:3]1[CH:8]=[CH:7][CH:6]=[C:5]([C:9]#[C:10][CH2:11][NH:12][C:13](=[O:19])[O:14][C:15]([CH3:18])([CH3:17])[CH3:16])[CH:4]=1.I[CH3:21]. (7) Given the product [Cl:19][C:20]1[CH:21]=[C:22]([C:27]#[CH:28])[C:23]([NH2:26])=[N:24][CH:25]=1, predict the reactants needed to synthesize it. The reactants are: [F-].C([N+](CCCC)(CCCC)CCCC)CCC.[Cl:19][C:20]1[CH:21]=[C:22]([C:27]#[C:28][Si](C)(C)C)[C:23]([NH2:26])=[N:24][CH:25]=1. (8) Given the product [C:1]([C:3]1[CH:4]=[C:5]([CH:17]=[C:18]([C:22]([F:25])([F:23])[F:24])[C:19]=1[OH:20])[C:6]([N:8]1[C:12]2[CH:13]=[CH:14][CH:15]=[CH:16][C:11]=2[S:10][CH2:9]1)=[O:7])#[N:2], predict the reactants needed to synthesize it. The reactants are: [C:1]([C:3]1[CH:4]=[C:5]([CH:17]=[C:18]([C:22]([F:25])([F:24])[F:23])[C:19]=1[O:20]C)[C:6]([N:8]1[C:12]2[CH:13]=[CH:14][CH:15]=[CH:16][C:11]=2[S:10][CH2:9]1)=[O:7])#[N:2].[Cl-].[Li+].Cl.